From a dataset of Full USPTO retrosynthesis dataset with 1.9M reactions from patents (1976-2016). Predict the reactants needed to synthesize the given product. Given the product [C:18]1([S:15]([C:10]2[C:9]3[C:13](=[CH:14][C:6]([CH:5]=[CH:4][C:3]([OH:24])=[O:2])=[CH:7][CH:8]=3)[NH:12][CH:11]=2)(=[O:17])=[O:16])[CH:19]=[CH:20][CH:21]=[CH:22][CH:23]=1, predict the reactants needed to synthesize it. The reactants are: C[O:2][C:3](=[O:24])[CH:4]=[CH:5][C:6]1[CH:14]=[C:13]2[C:9]([C:10]([S:15]([C:18]3[CH:23]=[CH:22][CH:21]=[CH:20][CH:19]=3)(=[O:17])=[O:16])=[CH:11][NH:12]2)=[CH:8][CH:7]=1.[OH-].[Li+].Cl.